This data is from Forward reaction prediction with 1.9M reactions from USPTO patents (1976-2016). The task is: Predict the product of the given reaction. (1) Given the reactants Cl.[NH2:2][C@H:3]([C:5]1[C:6](=[O:16])[NH:7][C:8]2[C:13]([CH:14]=1)=[CH:12][C:11]([Cl:15])=[CH:10][CH:9]=2)[CH3:4].Br[C:18]1[CH:23]=[CH:22][C:21]([S:24]([CH3:27])(=[O:26])=[O:25])=[C:20]([O:28][CH3:29])[CH:19]=1.C1C=CC(P(C2C(C3C(P(C4C=CC=CC=4)C4C=CC=CC=4)=CC=C4C=3C=CC=C4)=C3C(C=CC=C3)=CC=2)C2C=CC=CC=2)=CC=1.CC(C)([O-])C.[Na+], predict the reaction product. The product is: [Cl:15][C:11]1[CH:12]=[C:13]2[C:8](=[CH:9][CH:10]=1)[NH:7][C:6](=[O:16])[C:5]([C@@H:3]([NH:2][C:18]1[CH:23]=[CH:22][C:21]([S:24]([CH3:27])(=[O:26])=[O:25])=[C:20]([O:28][CH3:29])[CH:19]=1)[CH3:4])=[CH:14]2. (2) Given the reactants [CH:1]([C:3]1[C:4]([O:11][C@@H:12]2[CH2:17][CH2:16][C@@H:15]([CH3:18])[N:14]([C:19]([C:21]3[CH:26]=[CH:25][CH:24]=[CH:23][C:22]=3[N:27]3[N:31]=[CH:30][CH:29]=[N:28]3)=[O:20])[CH2:13]2)=[N:5][CH:6]=[CH:7][C:8]=1[O:9][CH3:10])=C.C1C[O:35]CC1.I([O-])(=O)(=O)=O.[Na+], predict the reaction product. The product is: [CH3:10][O:9][C:8]1[CH:7]=[CH:6][N:5]=[C:4]([O:11][C@@H:12]2[CH2:17][CH2:16][C@@H:15]([CH3:18])[N:14]([C:19]([C:21]3[CH:26]=[CH:25][CH:24]=[CH:23][C:22]=3[N:27]3[N:31]=[CH:30][CH:29]=[N:28]3)=[O:20])[CH2:13]2)[C:3]=1[CH:1]=[O:35]. (3) Given the reactants [F:1][C:2]1[CH:7]=[C:6]([F:8])[CH:5]=[CH:4][C:3]=1[C:9]1[C:14]([CH:15]([CH2:20][CH2:21][CH3:22])[C:16]([O:18]C)=[O:17])=[C:13]([CH3:23])[N:12]=[C:11]([N:24]2[CH2:29][CH2:28][CH2:27][CH2:26][CH2:25]2)[N:10]=1.[OH-].[Na+], predict the reaction product. The product is: [F:1][C:2]1[CH:7]=[C:6]([F:8])[CH:5]=[CH:4][C:3]=1[C:9]1[C:14]([CH:15]([CH2:20][CH2:21][CH3:22])[C:16]([OH:18])=[O:17])=[C:13]([CH3:23])[N:12]=[C:11]([N:24]2[CH2:25][CH2:26][CH2:27][CH2:28][CH2:29]2)[N:10]=1. (4) Given the reactants [CH3:1][N:2]1[CH2:8][CH2:7][CH2:6][NH:5][CH2:4][CH2:3]1.[CH2:9]([O:11][C:12]1[CH:17]=[C:16](F)[CH:15]=[CH:14][C:13]=1[N+:19]([O-:21])=[O:20])[CH3:10].CCN(C(C)C)C(C)C, predict the reaction product. The product is: [CH2:9]([O:11][C:12]1[CH:17]=[C:16]([N:5]2[CH2:6][CH2:7][CH2:8][N:2]([CH3:1])[CH2:3][CH2:4]2)[CH:15]=[CH:14][C:13]=1[N+:19]([O-:21])=[O:20])[CH3:10]. (5) Given the reactants [CH3:1][CH:2]([CH3:21])[CH2:3][NH:4][C:5]1[C:14]2[C:9](=[N:10][CH:11]=[CH:12][CH:13]=2)[N:8]2[N:15]=[N:16][N:17]=[C:7]2[C:6]=1[N+:18]([O-])=O.[H][H], predict the reaction product. The product is: [CH3:1][CH:2]([CH3:21])[CH2:3][NH:4][C:5]1[C:14]2[C:9](=[N:10][CH:11]=[CH:12][CH:13]=2)[N:8]2[N:15]=[N:16][N:17]=[C:7]2[C:6]=1[NH2:18]. (6) Given the reactants [N:1]1[CH:6]=[CH:5][CH:4]=[C:3]([NH:7][C:8](=[O:10])[O-])[N:2]=1.[F:11][C:12]1[CH:17]=[C:16]([F:18])[CH:15]=[CH:14][C:13]=1[C:19]1[N:24]=[C:23]([N:25]2[CH2:30][CH2:29][NH:28][CH2:27][CH2:26]2)[CH:22]=[CH:21][CH:20]=1, predict the reaction product. The product is: [F:11][C:12]1[CH:17]=[C:16]([F:18])[CH:15]=[CH:14][C:13]=1[C:19]1[N:24]=[C:23]([N:25]2[CH2:26][CH2:27][N:28]([C:8]([NH:7][C:3]3[N:2]=[N:1][CH:6]=[CH:5][CH:4]=3)=[O:10])[CH2:29][CH2:30]2)[CH:22]=[CH:21][CH:20]=1. (7) The product is: [I:1][C:2]1[CH:3]=[C:4]([CH3:12])[C:5]2[O:9][C:8](=[O:10])[N:7]([CH3:13])[C:6]=2[CH:11]=1. Given the reactants [I:1][C:2]1[CH:3]=[C:4]([CH3:12])[C:5]2[O:9][C:8](=[O:10])[NH:7][C:6]=2[CH:11]=1.[C:13](=O)([O-])[O-].[K+].[K+].IC, predict the reaction product.